This data is from Full USPTO retrosynthesis dataset with 1.9M reactions from patents (1976-2016). The task is: Predict the reactants needed to synthesize the given product. (1) Given the product [Cl:14][C:12]1[CH:11]=[CH:10][C:9]([CH3:15])=[C:8]([C:6]2[N:5]=[C:4]([CH3:16])[N:3]=[C:2]([NH:17][C:18]3[CH:26]=[C:25]4[C:21]([CH:22]=[N:23][NH:24]4)=[CH:20][CH:19]=3)[CH:7]=2)[CH:13]=1, predict the reactants needed to synthesize it. The reactants are: Cl[C:2]1[CH:7]=[C:6]([C:8]2[CH:13]=[C:12]([Cl:14])[CH:11]=[CH:10][C:9]=2[CH3:15])[N:5]=[C:4]([CH3:16])[N:3]=1.[NH2:17][C:18]1[CH:26]=[C:25]2[C:21]([CH:22]=[N:23][NH:24]2)=[CH:20][CH:19]=1. (2) The reactants are: [CH2:1]([NH:8][CH2:9][C@@H:10]1[CH2:14][C@@H:13]([O:15][CH2:16][CH3:17])[CH2:12][NH:11]1)[C:2]1[CH:7]=[CH:6][CH:5]=[CH:4][CH:3]=1.Br[CH:19]([CH2:24]Br)[C:20]([O:22][CH3:23])=[O:21].C(N(CC)CC)C. Given the product [CH2:1]([N:8]1[C@H:19]([C:20]([O:22][CH3:23])=[O:21])[CH2:24][N:11]2[CH2:12][C@H:13]([O:15][CH2:16][CH3:17])[CH2:14][C@H:10]2[CH2:9]1)[C:2]1[CH:3]=[CH:4][CH:5]=[CH:6][CH:7]=1, predict the reactants needed to synthesize it. (3) Given the product [Cl:1][C:2]1[CH:3]=[CH:4][C:5]([C:28]#[N:29])=[C:6]([C:8]2[C:13]([O:14][CH3:15])=[CH:12][N:11]([CH:16]([CH2:24][C:25]#[CH:26])[C:17]([OH:19])=[O:18])[C:10](=[O:27])[CH:9]=2)[CH:7]=1, predict the reactants needed to synthesize it. The reactants are: [Cl:1][C:2]1[CH:3]=[CH:4][C:5]([C:28]#[N:29])=[C:6]([C:8]2[C:13]([O:14][CH3:15])=[CH:12][N:11]([CH:16]([CH2:24][C:25]#[CH:26])[C:17]([O:19]C(C)(C)C)=[O:18])[C:10](=[O:27])[CH:9]=2)[CH:7]=1.C(O)(C(F)(F)F)=O. (4) Given the product [Br:10][C:8]1[CH:7]=[CH:6][C:5]([O:11][CH3:12])=[C:4]([C@H:2]([OH:3])[CH3:1])[CH:9]=1, predict the reactants needed to synthesize it. The reactants are: [CH3:1][C:2]([C:4]1[CH:9]=[C:8]([Br:10])[CH:7]=[CH:6][C:5]=1[O:11][CH3:12])=[O:3]. (5) The reactants are: [C@H:1]12[CH2:6][C@H:5]1[CH2:4][NH:3][C@@H:2]2[CH2:7][NH:8][C:9]([C:11]1[N:18]2[C:14]([S:15][CH:16]=[CH:17]2)=[N:13][C:12]=1[CH3:19])=[O:10].[C:20]1([C:29]2[CH:34]=[CH:33][CH:32]=[CH:31][CH:30]=2)[C:21]([C:26](O)=[O:27])=[CH:22][CH:23]=[CH:24][CH:25]=1. Given the product [C:20]1([C:29]2[CH:34]=[CH:33][CH:32]=[CH:31][CH:30]=2)[C:21]([C:26]([N:3]2[CH2:4][C@H:5]3[C@H:1]([CH2:6]3)[C@H:2]2[CH2:7][NH:8][C:9]([C:11]2[N:18]3[C:14]([S:15][CH:16]=[CH:17]3)=[N:13][C:12]=2[CH3:19])=[O:10])=[O:27])=[CH:22][CH:23]=[CH:24][CH:25]=1, predict the reactants needed to synthesize it. (6) Given the product [CH3:14][O:15][C:16]1[CH:17]=[C:18]([CH:23]=[C:24]([N+:26]([O-:28])=[O:27])[CH:25]=1)[C:19]([OH:21])=[O:20], predict the reactants needed to synthesize it. The reactants are: CC1C=C(C=C([N+]([O-])=O)C=1)C(O)=O.[CH3:14][O:15][C:16]1[CH:17]=[C:18]([CH:23]=[C:24]([N+:26]([O-:28])=[O:27])[CH:25]=1)[C:19]([O:21]C)=[O:20].[OH-].[Na+]. (7) Given the product [CH2:37]([NH:41][C:23](=[O:24])[CH:22]([N:8]1[CH2:9][CH2:10][CH2:11][C:12]2[CH:17]=[C:16]([O:18][CH3:19])[C:15]([O:20][CH3:21])=[CH:14][C:13]=2[CH:7]1[CH2:6][C:5]1[CH:32]=[CH:33][C:34]([O:35][CH3:36])=[C:3]([O:2][CH3:1])[CH:4]=1)[C:26]1[CH:31]=[CH:30][CH:29]=[CH:28][CH:27]=1)[CH2:38][CH2:39][CH3:40], predict the reactants needed to synthesize it. The reactants are: [CH3:1][O:2][C:3]1[CH:4]=[C:5]([CH:32]=[CH:33][C:34]=1[O:35][CH3:36])[CH2:6][CH:7]1[C:13]2[CH:14]=[C:15]([O:20][CH3:21])[C:16]([O:18][CH3:19])=[CH:17][C:12]=2[CH2:11][CH2:10][CH2:9][N:8]1[CH:22]([C:26]1[CH:31]=[CH:30][CH:29]=[CH:28][CH:27]=1)[C:23](O)=[O:24].[CH2:37]([NH2:41])[CH2:38][CH2:39][CH3:40]. (8) Given the product [Br:10][C:11]1[CH:20]=[CH:19][C:14]([C:15]([O:17][CH3:18])=[O:16])=[CH:13][C:12]=1[CH2:21][O:5][CH2:4][CH2:3][C:2]([F:7])([F:6])[F:1], predict the reactants needed to synthesize it. The reactants are: [F:1][C:2]([F:7])([F:6])[CH2:3][CH2:4][OH:5].[H-].[Na+].[Br:10][C:11]1[CH:20]=[CH:19][C:14]([C:15]([O:17][CH3:18])=[O:16])=[CH:13][C:12]=1[CH2:21]Br.